Dataset: Reaction yield outcomes from USPTO patents with 853,638 reactions. Task: Predict the reaction yield, written as a fraction of the theoretical maximum amount of product (1.0 means a 100% yield; for example, 0.34 means a 34% yield). (1) The reactants are [CH2:1]([O:5][C:6]1[CH:10]=[C:9]([CH2:11][CH2:12][C:13]([O:15]CC)=[O:14])[N:8]([CH2:18][C:19]2[CH:24]=[CH:23][C:22]([C:25]([F:28])([F:27])[F:26])=[CH:21][CH:20]=2)[N:7]=1)[CH2:2][CH2:3][CH3:4].[OH-].[Na+].O1CCCC1. The catalyst is C(O)C. The product is [CH2:1]([O:5][C:6]1[CH:10]=[C:9]([CH2:11][CH2:12][C:13]([OH:15])=[O:14])[N:8]([CH2:18][C:19]2[CH:24]=[CH:23][C:22]([C:25]([F:28])([F:27])[F:26])=[CH:21][CH:20]=2)[N:7]=1)[CH2:2][CH2:3][CH3:4]. The yield is 0.660. (2) The reactants are [N+:1]([C:4]1[CH:9]=[CH:8][C:7]([N:10]2[C:18]3[C:13](=[CH:14][CH:15]=[CH:16][CH:17]=3)[CH:12]=[C:11]2[C:19]([OH:21])=[O:20])=[CH:6][CH:5]=1)([O-])=O.NN. The catalyst is C(O)C.[Ni]. The product is [NH2:1][C:4]1[CH:5]=[CH:6][C:7]([N:10]2[C:18]3[C:13](=[CH:14][CH:15]=[CH:16][CH:17]=3)[CH:12]=[C:11]2[C:19]([OH:21])=[O:20])=[CH:8][CH:9]=1. The yield is 0.800. (3) The reactants are NC1[C:3](C)=[CH:4][CH:5]=[CH:6][CH:7]=1.[C:9](#[N:11])[CH3:10].B(Cl)(Cl)Cl.[Cl-].[Al+3].[Cl-].[Cl-].Cl.[C:21](OCC)(=[O:23])[CH3:22]. The catalyst is C1(C)C=CC=CC=1. The product is [C:21]([C:10]1[CH:7]=[CH:6][CH:5]=[C:4]([CH3:3])[C:9]=1[NH2:11])(=[O:23])[CH3:22]. The yield is 0.398. (4) The reactants are [Br:1][C:2]1[CH:9]=[CH:8][C:5]([C:6]#[N:7])=[C:4](F)[CH:3]=1.[CH3:11][C:12]1[CH:17]=[C:16]([CH3:18])[CH:15]=[C:14]([CH3:19])[C:13]=1[OH:20].C(=O)([O-])[O-].[K+].[K+].CS(C)=O. The catalyst is O. The product is [Br:1][C:2]1[CH:9]=[CH:8][C:5]([C:6]#[N:7])=[C:4]([O:20][C:13]2[C:14]([CH3:19])=[CH:15][C:16]([CH3:18])=[CH:17][C:12]=2[CH3:11])[CH:3]=1. The yield is 0.950. (5) The reactants are C([O:8][CH2:9][C:10]1([C:15]([O:17][CH3:18])=[O:16])[CH2:14][CH2:13][CH2:12][O:11]1)C1C=CC=CC=1. The catalyst is CO.[Pd]. The product is [OH:8][CH2:9][C:10]1([C:15]([O:17][CH3:18])=[O:16])[CH2:14][CH2:13][CH2:12][O:11]1. The yield is 0.975. (6) The reactants are [CH:1]([N:4]1[C:8]([C:9]2[CH:14]=[C:13]([N+:15]([O-])=O)[CH:12]=[CH:11][C:10]=2[O:18][CH3:19])=[CH:7][CH:6]=[N:5]1)([CH3:3])[CH3:2].O.O.Cl[Sn]Cl. The catalyst is C(O)C. The product is [CH:1]([N:4]1[C:8]([C:9]2[CH:14]=[C:13]([NH2:15])[CH:12]=[CH:11][C:10]=2[O:18][CH3:19])=[CH:7][CH:6]=[N:5]1)([CH3:3])[CH3:2]. The yield is 0.940. (7) The reactants are [CH2:1]([O:4][C:5]1[CH:10]=[C:9]([CH3:11])[CH:8]=[CH:7][C:6]=1[C:12]([C:14]1[C:15]2[CH2:23][CH2:22][CH2:21][CH2:20][C:16]=2[S:17][C:18]=1[NH2:19])=O)[CH:2]=[CH2:3].[O:24]=[C:25]([CH2:31][C:32](=O)[CH3:33])[C:26]([O:28][CH2:29][CH3:30])=[O:27].C([Cl:38])(=O)C. The catalyst is C(O)C. The product is [ClH:38].[CH2:29]([O:28][C:26](=[O:27])[C:25]([C:31]1[C:12]([C:6]2[CH:7]=[CH:8][C:9]([CH3:11])=[CH:10][C:5]=2[O:4][CH2:1][CH:2]=[CH2:3])=[C:14]2[C:15]3[CH2:23][CH2:22][CH2:21][CH2:20][C:16]=3[S:17][C:18]2=[N:19][C:32]=1[CH3:33])=[O:24])[CH3:30]. The yield is 0.860.